Task: Predict which catalyst facilitates the given reaction.. Dataset: Catalyst prediction with 721,799 reactions and 888 catalyst types from USPTO (1) Reactant: [Br:1][C:2]1[CH:3]=[C:4]2[C:8](=[CH:9][CH:10]=1)[C@@H:7]([N:11]1[C:15]3=[N:16][C:17]([C:21]([OH:24])([CH3:23])[CH3:22])=[CH:18][C:19]([CH3:20])=[C:14]3[N:13]=[C:12]1[CH2:25][CH3:26])[CH2:6][CH2:5]2.[H-].[Na+].[CH3:29]I. Product: [Br:1][C:2]1[CH:3]=[C:4]2[C:8](=[CH:9][CH:10]=1)[C@@H:7]([N:11]1[C:15]3=[N:16][C:17]([C:21]([O:24][CH3:29])([CH3:23])[CH3:22])=[CH:18][C:19]([CH3:20])=[C:14]3[N:13]=[C:12]1[CH2:25][CH3:26])[CH2:6][CH2:5]2. The catalyst class is: 1. (2) Reactant: Cl.[NH2:2][CH2:3][CH2:4][C:5]1[C:13]2[C:8](=[CH:9][CH:10]=[CH:11][CH:12]=2)[NH:7][CH:6]=1.[CH2:14]([O:16][C:17](=[O:20])[CH:18]=O)[CH3:15]. Product: [CH2:14]([O:16][C:17]([C:18]1[C:6]2[NH:7][C:8]3[C:13]([C:5]=2[CH:4]=[CH:3][N:2]=1)=[CH:12][CH:11]=[CH:10][CH:9]=3)=[O:20])[CH3:15]. The catalyst class is: 548. (3) Reactant: N#N.[F:3][C:4]([C:7]1[CH:16]=[CH:15][C:10]([C:11](OC)=[O:12])=[CH:9][CH:8]=1)([F:6])[CH3:5].CC(C[AlH]CC(C)C)C.[C@H](O)(C([O-])=O)[C@@H](O)C([O-])=O.[Na+].[K+]. Product: [F:3][C:4]([C:7]1[CH:16]=[CH:15][C:10]([CH2:11][OH:12])=[CH:9][CH:8]=1)([F:6])[CH3:5]. The catalyst class is: 1.